Dataset: Forward reaction prediction with 1.9M reactions from USPTO patents (1976-2016). Task: Predict the product of the given reaction. (1) Given the reactants C([O:4][CH2:5][CH2:6][O:7][C:8]1[C:12]([C:13]2[CH:18]=[CH:17][C:16]([CH3:19])=[CH:15][CH:14]=2)=[C:11]([N:20](S(C2C=CC(C(C)(C)C)=CC=2)(=O)=O)[S:21]([C:24]2[CH:29]=[CH:28][C:27]([C:30]([CH3:33])([CH3:32])[CH3:31])=[CH:26][CH:25]=2)(=[O:23])=[O:22])[N:10]([CH2:47][CH2:48][O:49][Si:50]([C:53]([CH3:56])([CH3:55])[CH3:54])([CH3:52])[CH3:51])[N:9]=1)(=O)C.[OH-].[Na+], predict the reaction product. The product is: [C:30]([C:27]1[CH:26]=[CH:25][C:24]([S:21]([NH:20][C:11]2[N:10]([CH2:47][CH2:48][O:49][Si:50]([C:53]([CH3:56])([CH3:55])[CH3:54])([CH3:52])[CH3:51])[N:9]=[C:8]([O:7][CH2:6][CH2:5][OH:4])[C:12]=2[C:13]2[CH:14]=[CH:15][C:16]([CH3:19])=[CH:17][CH:18]=2)(=[O:22])=[O:23])=[CH:29][CH:28]=1)([CH3:31])([CH3:32])[CH3:33]. (2) Given the reactants Br[C:2]1[CH:7]=[CH:6][C:5]([Br:8])=[CH:4][N:3]=1.[CH2:9]([O:11][C:12]1[CH:13]=[C:14](B(O)O)[CH:15]=[CH:16][CH:17]=1)[CH3:10], predict the reaction product. The product is: [Br:8][C:5]1[CH:6]=[CH:7][C:2]([C:16]2[CH:15]=[CH:14][CH:13]=[C:12]([O:11][CH2:9][CH3:10])[CH:17]=2)=[N:3][CH:4]=1. (3) Given the reactants [NH2:1][C:2]1[C:7]([C:8]2[CH:16]=[CH:15][C:11]([C:12]([OH:14])=O)=[C:10]([F:17])[CH:9]=2)=[CH:6][C:5]([Br:18])=[CH:4][N:3]=1.[NH2:19][C@@H:20]([C:23]1[CH:28]=[CH:27][CH:26]=[C:25]([Cl:29])[CH:24]=1)[CH2:21][OH:22].O.CCOC(C)=O, predict the reaction product. The product is: [NH2:1][C:2]1[C:7]([C:8]2[CH:16]=[CH:15][C:11]([C:12]([NH:19][C@@H:20]([C:23]3[CH:28]=[CH:27][CH:26]=[C:25]([Cl:29])[CH:24]=3)[CH2:21][OH:22])=[O:14])=[C:10]([F:17])[CH:9]=2)=[CH:6][C:5]([Br:18])=[CH:4][N:3]=1.